This data is from NCI-60 drug combinations with 297,098 pairs across 59 cell lines. The task is: Regression. Given two drug SMILES strings and cell line genomic features, predict the synergy score measuring deviation from expected non-interaction effect. Drug 1: CNC(=O)C1=NC=CC(=C1)OC2=CC=C(C=C2)NC(=O)NC3=CC(=C(C=C3)Cl)C(F)(F)F. Drug 2: CCN(CC)CCCC(C)NC1=C2C=C(C=CC2=NC3=C1C=CC(=C3)Cl)OC. Cell line: SW-620. Synergy scores: CSS=8.95, Synergy_ZIP=3.28, Synergy_Bliss=-7.71, Synergy_Loewe=-55.8, Synergy_HSA=-26.0.